Dataset: Forward reaction prediction with 1.9M reactions from USPTO patents (1976-2016). Task: Predict the product of the given reaction. (1) Given the reactants [CH3:1][S:2][C:3]1[CH:4]=[CH:5][C:6]2[S:12][C:11]3[CH:13]=[CH:14][C:15]([C:17]([F:20])([F:19])[F:18])=[CH:16][C:10]=3[NH:9][C:8](=O)[C:7]=2[CH:22]=1.O=P(Cl)(Cl)[Cl:25], predict the reaction product. The product is: [Cl:25][C:8]1[C:7]2[CH:22]=[C:3]([S:2][CH3:1])[CH:4]=[CH:5][C:6]=2[S:12][C:11]2[CH:13]=[CH:14][C:15]([C:17]([F:20])([F:19])[F:18])=[CH:16][C:10]=2[N:9]=1. (2) Given the reactants [C:1]([N:4]1[CH2:9][CH2:8][N:7]([C:10]2[CH:15]=[CH:14][C:13]([NH:16][C:17]3[N:25]=[C:24]4[C:20]([N:21]=[CH:22][NH:23]4)=[C:19]([N:26]4[CH2:31][CH2:30][CH2:29][CH:28]([C:32](O)=[O:33])[CH2:27]4)[N:18]=3)=[CH:12][CH:11]=2)[CH2:6][CH2:5]1)(=[O:3])[CH3:2].C1C=CC2N(O)N=[N:41]C=2C=1.C(Cl)CCl.N, predict the reaction product. The product is: [C:1]([N:4]1[CH2:5][CH2:6][N:7]([C:10]2[CH:15]=[CH:14][C:13]([NH:16][C:17]3[N:25]=[C:24]4[C:20]([N:21]=[CH:22][NH:23]4)=[C:19]([N:26]4[CH2:31][CH2:30][CH2:29][CH:28]([C:32]([NH2:41])=[O:33])[CH2:27]4)[N:18]=3)=[CH:12][CH:11]=2)[CH2:8][CH2:9]1)(=[O:3])[CH3:2]. (3) Given the reactants [CH3:1][C:2]1[C:6]([C:7]2[CH:12]=[CH:11][CH:10]=[CH:9][CH:8]=2)=[C:5]([NH2:13])[NH:4][N:3]=1.[OH:14][C:15]1[CH:22]=[CH:21][C:18]([CH:19]=O)=[CH:17][CH:16]=1.CS(O)(=O)=O, predict the reaction product. The product is: [CH3:1][C:2]1[C:6]2[C:7]3[CH:12]=[CH:11][CH:10]=[CH:9][C:8]=3[C:19]([C:18]3[CH:21]=[CH:22][C:15]([OH:14])=[CH:16][CH:17]=3)=[N:13][C:5]=2[NH:4][N:3]=1. (4) Given the reactants [O:1]=[S:2]1(=[O:31])[C:7]2[CH:8]=[CH:9][CH:10]=[CH:11][C:6]=2[NH:5][C:4]([C:12]2[C:13](=[O:30])[N:14]([N:23]=[CH:24][C:25]3[S:26][CH:27]=[CH:28][CH:29]=3)[C:15]3[C:20]([C:21]=2[OH:22])=[CH:19][CH:18]=[CH:17][CH:16]=3)=[N:3]1.CO.[BH4-].[Li+].Cl, predict the reaction product. The product is: [O:31]=[S:2]1(=[O:1])[C:7]2[CH:8]=[CH:9][CH:10]=[CH:11][C:6]=2[NH:5][C:4]([C:12]2[C:13](=[O:30])[N:14]([NH:23][CH2:24][C:25]3[S:26][CH:27]=[CH:28][CH:29]=3)[C:15]3[C:20]([C:21]=2[OH:22])=[CH:19][CH:18]=[CH:17][CH:16]=3)=[N:3]1. (5) Given the reactants [Cl:1][C:2]1[CH:3]=[C:4]([CH:25]=[CH:26][C:27]=1[Cl:28])[O:5][C:6]1[CH:11]=[CH:10][CH:9]=[CH:8][C:7]=1[NH:12][S:13]([C:16]1[CH:24]=[CH:23][C:19]([C:20](O)=[O:21])=[CH:18][CH:17]=1)(=[O:15])=[O:14].[N:29]1([CH2:35][CH2:36][CH2:37][N:38]2[CH2:43][CH2:42][NH:41][CH2:40][CH2:39]2)[CH2:34][CH2:33][CH2:32][CH2:31][CH2:30]1, predict the reaction product. The product is: [Cl:1][C:2]1[CH:3]=[C:4]([CH:25]=[CH:26][C:27]=1[Cl:28])[O:5][C:6]1[CH:11]=[CH:10][CH:9]=[CH:8][C:7]=1[NH:12][S:13]([C:16]1[CH:17]=[CH:18][C:19]([C:20]([N:41]2[CH2:40][CH2:39][N:38]([CH2:37][CH2:36][CH2:35][N:29]3[CH2:30][CH2:31][CH2:32][CH2:33][CH2:34]3)[CH2:43][CH2:42]2)=[O:21])=[CH:23][CH:24]=1)(=[O:15])=[O:14]. (6) Given the reactants [CH:1]([C:4]1[CH:9]=[CH:8][C:7]([CH:10]2[C:14]3[C:15]([CH3:28])=[C:16]([NH:20][C:21](=[O:27])[CH2:22][C:23]([CH3:26])([CH3:25])[CH3:24])[C:17]([CH3:19])=[CH:18][C:13]=3S[CH2:11]2)=[CH:6][CH:5]=1)([CH3:3])[CH3:2].[Br:29]Br.C(=O)([O-])O.[Na+].ClC1C=CC=C(C(OO)=O)C=1.[S:47]([O-:51])(O)(=O)=[O:48].[Na+], predict the reaction product. The product is: [Br:29][C:18]1[C:13]2[S:47](=[O:51])(=[O:48])[CH2:11][CH:10]([C:7]3[CH:6]=[CH:5][C:4]([CH:1]([CH3:2])[CH3:3])=[CH:9][CH:8]=3)[C:14]=2[C:15]([CH3:28])=[C:16]([NH:20][C:21](=[O:27])[CH2:22][C:23]([CH3:26])([CH3:25])[CH3:24])[C:17]=1[CH3:19].